From a dataset of Catalyst prediction with 721,799 reactions and 888 catalyst types from USPTO. Predict which catalyst facilitates the given reaction. Reactant: [F:1][C:2]1[CH:3]=[C:4]([CH:20]=[CH:21][CH:22]=1)[C:5]([N:7]1[CH2:11][CH2:10][C:9]([C:12]2[CH:13]=[C:14]([CH:17]=[CH:18][CH:19]=2)[C:15]#N)=[N:8]1)=[O:6].CCOC(C)=O. Product: [F:1][C:2]1[CH:3]=[C:4]([C:5]([N:7]2[CH2:11][CH2:10][C:9]([C:12]3[CH:13]=[C:14]([CH3:15])[CH:17]=[CH:18][CH:19]=3)=[N:8]2)=[O:6])[CH:20]=[CH:21][CH:22]=1. The catalyst class is: 50.